From a dataset of Full USPTO retrosynthesis dataset with 1.9M reactions from patents (1976-2016). Predict the reactants needed to synthesize the given product. (1) Given the product [C:44]([O:48][C:49]([N:51]1[CH2:55][C@@H:54]([CH2:56][NH:57][C:5](=[O:7])[C:4]2[CH:8]=[CH:9][CH:10]=[C:2]([C:1]([O:12][CH3:13])=[O:11])[CH:3]=2)[CH2:53][C@H:52]1[C:58]([N:60]1[CH2:64][CH2:63][S:62][CH2:61]1)=[O:59])=[O:50])([CH3:47])([CH3:45])[CH3:46], predict the reactants needed to synthesize it. The reactants are: [C:1]([O:12][CH3:13])(=[O:11])[C:2]1[CH:10]=[CH:9][CH:8]=[C:4]([C:5]([O-:7])=O)[CH:3]=1.O.ON1C2C=CC=CC=2N=N1.Cl.CN(C)CCCN=C=NCC.C(N(CC)CC)C.[C:44]([O:48][C:49]([N:51]1[CH2:55][C@@H:54]([CH2:56][NH2:57])[CH2:53][C@H:52]1[C:58]([N:60]1[CH2:64][CH2:63][S:62][CH2:61]1)=[O:59])=[O:50])([CH3:47])([CH3:46])[CH3:45]. (2) Given the product [CH:9](=[C:5]1[NH:4][C:3](=[O:8])[N:2]([CH3:1])[C:6]1=[O:7])[C:10]1[CH:15]=[CH:14][CH:13]=[CH:12][CH:11]=1, predict the reactants needed to synthesize it. The reactants are: [CH3:1][N:2]1[C:6](=[O:7])[CH2:5][NH:4][C:3]1=[O:8].[CH:9](=O)[C:10]1[CH:15]=[CH:14][CH:13]=[CH:12][CH:11]=1.N1CCCCC1.C(O)(=O)C. (3) Given the product [ClH:36].[F:1][C:2]1[C:3]([C:32]([F:35])([F:33])[F:34])=[C:4]([CH:8]2[CH2:9][CH2:10][N:11]([C:14]([C:16]3[C:20]4[CH2:21][NH:22][CH2:23][CH2:24][C:19]=4[NH:18][N:17]=3)=[O:15])[CH2:12][CH2:13]2)[CH:5]=[CH:6][CH:7]=1, predict the reactants needed to synthesize it. The reactants are: [F:1][C:2]1[C:3]([C:32]([F:35])([F:34])[F:33])=[C:4]([CH:8]2[CH2:13][CH2:12][N:11]([C:14]([C:16]3[C:20]4[CH2:21][N:22](C(OC(C)(C)C)=O)[CH2:23][CH2:24][C:19]=4[NH:18][N:17]=3)=[O:15])[CH2:10][CH2:9]2)[CH:5]=[CH:6][CH:7]=1.[ClH:36]. (4) Given the product [ClH:35].[F:1][C:2]1([CH3:34])[CH2:6][NH:5][C@H:4]([C:14]([NH:15][CH2:16][C:17]2[CH:22]=[C:21]([C:23]3[CH:24]=[N:25][C:26]([C:29]([F:30])([F:31])[F:32])=[CH:27][CH:28]=3)[N:20]=[CH:19][N:18]=2)=[O:33])[CH2:3]1, predict the reactants needed to synthesize it. The reactants are: [F:1][C:2]1([CH3:34])[CH2:6][N:5](C(OC(C)(C)C)=O)[C@H:4]([C:14](=[O:33])[NH:15][CH2:16][C:17]2[CH:22]=[C:21]([C:23]3[CH:24]=[N:25][C:26]([C:29]([F:32])([F:31])[F:30])=[CH:27][CH:28]=3)[N:20]=[CH:19][N:18]=2)[CH2:3]1.[ClH:35]. (5) Given the product [F:8][C:6]1[CH:5]=[C:4]([CH2:9][C:10]([NH:13][C@H:14]([C:16]([C:18]2([NH2:40])[N:24]=[C:23]([C:25]3[CH:26]=[CH:27][CH:28]=[CH:29][CH:30]=3)[C:22]3[CH:31]=[C:32]([N+:35]([O-:37])=[O:36])[CH:33]=[CH:34][C:21]=3[N:20]([CH3:38])[C:19]2=[O:39])=[O:17])[CH3:15])=[O:12])[CH:3]=[C:2]([F:1])[CH:7]=1, predict the reactants needed to synthesize it. The reactants are: [F:1][C:2]1[CH:3]=[C:4]([CH2:9][C:10]([OH:12])=O)[CH:5]=[C:6]([F:8])[CH:7]=1.[NH2:13][C@H:14]([C:16]([C:18]1([NH2:40])[N:24]=[C:23]([C:25]2[CH:30]=[CH:29][CH:28]=[CH:27][CH:26]=2)[C:22]2[CH:31]=[C:32]([N+:35]([O-:37])=[O:36])[CH:33]=[CH:34][C:21]=2[N:20]([CH3:38])[C:19]1=[O:39])=[O:17])[CH3:15].